From a dataset of NCI-60 drug combinations with 297,098 pairs across 59 cell lines. Regression. Given two drug SMILES strings and cell line genomic features, predict the synergy score measuring deviation from expected non-interaction effect. (1) Drug 1: CC1C(C(CC(O1)OC2CC(CC3=C2C(=C4C(=C3O)C(=O)C5=C(C4=O)C(=CC=C5)OC)O)(C(=O)CO)O)N)O.Cl. Drug 2: CC12CCC3C(C1CCC2O)C(CC4=C3C=CC(=C4)O)CCCCCCCCCS(=O)CCCC(C(F)(F)F)(F)F. Cell line: HL-60(TB). Synergy scores: CSS=42.7, Synergy_ZIP=-0.126, Synergy_Bliss=-0.100, Synergy_Loewe=-2.09, Synergy_HSA=0.00000163. (2) Drug 1: C1CCN(CC1)CCOC2=CC=C(C=C2)C(=O)C3=C(SC4=C3C=CC(=C4)O)C5=CC=C(C=C5)O. Drug 2: C1=NC2=C(N1)C(=S)N=C(N2)N. Cell line: NCIH23. Synergy scores: CSS=55.0, Synergy_ZIP=1.74, Synergy_Bliss=1.09, Synergy_Loewe=-4.13, Synergy_HSA=-0.864. (3) Drug 1: C1=CC(=CC=C1CC(C(=O)O)N)N(CCCl)CCCl.Cl. Drug 2: CCC1(CC2CC(C3=C(CCN(C2)C1)C4=CC=CC=C4N3)(C5=C(C=C6C(=C5)C78CCN9C7C(C=CC9)(C(C(C8N6C)(C(=O)OC)O)OC(=O)C)CC)OC)C(=O)OC)O.OS(=O)(=O)O. Cell line: SN12C. Synergy scores: CSS=9.42, Synergy_ZIP=-11.5, Synergy_Bliss=-6.12, Synergy_Loewe=-11.6, Synergy_HSA=-4.48. (4) Synergy scores: CSS=76.8, Synergy_ZIP=12.4, Synergy_Bliss=10.9, Synergy_Loewe=4.13, Synergy_HSA=11.9. Drug 1: CC1CC(C(C(C=C(C(C(C=CC=C(C(=O)NC2=CC(=O)C(=C(C1)C2=O)OC)C)OC)OC(=O)N)C)C)O)OC. Cell line: SK-OV-3. Drug 2: CNC(=O)C1=NC=CC(=C1)OC2=CC=C(C=C2)NC(=O)NC3=CC(=C(C=C3)Cl)C(F)(F)F. (5) Drug 1: C1=CC(=CC=C1C#N)C(C2=CC=C(C=C2)C#N)N3C=NC=N3. Drug 2: C1=NC(=NC(=O)N1C2C(C(C(O2)CO)O)O)N. Cell line: HCC-2998. Synergy scores: CSS=17.2, Synergy_ZIP=0.903, Synergy_Bliss=2.45, Synergy_Loewe=-3.34, Synergy_HSA=1.78. (6) Drug 1: CCN(CC)CCNC(=O)C1=C(NC(=C1C)C=C2C3=C(C=CC(=C3)F)NC2=O)C. Drug 2: C1=CN(C=N1)CC(O)(P(=O)(O)O)P(=O)(O)O. Cell line: U251. Synergy scores: CSS=4.45, Synergy_ZIP=4.50, Synergy_Bliss=12.5, Synergy_Loewe=6.23, Synergy_HSA=6.11. (7) Drug 1: CC1C(C(CC(O1)OC2CC(CC3=C2C(=C4C(=C3O)C(=O)C5=C(C4=O)C(=CC=C5)OC)O)(C(=O)C)O)N)O.Cl. Drug 2: C1=CC(=CC=C1CC(C(=O)O)N)N(CCCl)CCCl.Cl. Cell line: SR. Synergy scores: CSS=93.1, Synergy_ZIP=11.5, Synergy_Bliss=10.8, Synergy_Loewe=6.91, Synergy_HSA=13.9. (8) Drug 1: CN(CCCl)CCCl.Cl. Drug 2: C1CCC(C(C1)N)N.C(=O)(C(=O)[O-])[O-].[Pt+4]. Cell line: UACC-257. Synergy scores: CSS=15.7, Synergy_ZIP=-3.51, Synergy_Bliss=0.731, Synergy_Loewe=1.17, Synergy_HSA=1.63. (9) Drug 1: CC12CCC3C(C1CCC2O)C(CC4=C3C=CC(=C4)O)CCCCCCCCCS(=O)CCCC(C(F)(F)F)(F)F. Drug 2: CC1=C(C(=O)C2=C(C1=O)N3CC4C(C3(C2COC(=O)N)OC)N4)N. Cell line: EKVX. Synergy scores: CSS=12.3, Synergy_ZIP=-5.70, Synergy_Bliss=-0.233, Synergy_Loewe=2.63, Synergy_HSA=3.02.